This data is from Reaction yield outcomes from USPTO patents with 853,638 reactions. The task is: Predict the reaction yield, written as a fraction of the theoretical maximum amount of product (1.0 means a 100% yield; for example, 0.34 means a 34% yield). (1) The reactants are [CH3:1][C:2]1[CH:7]=[CH:6][N:5]=[C:4]([NH:8][C:9]([NH2:11])=[S:10])[CH:3]=1.Br[CH2:13][C:14]([C:16]1[CH:21]=[CH:20][CH:19]=[CH:18][C:17]=1[OH:22])=O. No catalyst specified. The product is [CH3:1][C:2]1[CH:7]=[CH:6][N:5]=[C:4]([NH:8][C:9]2[S:10][CH:13]=[C:14]([C:16]3[CH:21]=[CH:20][CH:19]=[CH:18][C:17]=3[OH:22])[N:11]=2)[CH:3]=1. The yield is 0.700. (2) The reactants are C(O[C:4]([C:6]1[C:10]([CH3:11])=[C:9]([C:12]2[CH:17]=[CH:16][CH:15]=[CH:14][CH:13]=2)[S:8][C:7]=1[NH:18][CH:19]=[CH:20][C:21](=[O:25])[CH:22]([CH3:24])[CH3:23])=[O:5])C.C1(OC2C=CC=CC=2)C=CC=CC=1. The catalyst is C(O)C. The product is [OH:5][C:4]1[C:20]([C:21](=[O:25])[CH:22]([CH3:23])[CH3:24])=[CH:19][N:18]=[C:7]2[S:8][C:9]([C:12]3[CH:13]=[CH:14][CH:15]=[CH:16][CH:17]=3)=[C:10]([CH3:11])[C:6]=12. The yield is 0.806. (3) The reactants are [CH2:1]([N:8]1[CH:16]=[C:15]2[C:10]([CH:11]=[C:12]([C:17]3[CH:18]=[C:19]([CH:27]4[CH2:32][CH2:31][NH:30][CH2:29][CH2:28]4)[N:20]4[C:25]=3[C:24]([NH2:26])=[N:23][CH:22]=[N:21]4)[CH:13]=[CH:14]2)=[N:9]1)[C:2]1[CH:7]=[CH:6][CH:5]=[CH:4][CH:3]=1.[CH3:33][S:34](Cl)(=[O:36])=[O:35].C(N(CC)CC)C. The catalyst is ClCCl. The product is [CH2:1]([N:8]1[CH:16]=[C:15]2[C:10]([CH:11]=[C:12]([C:17]3[CH:18]=[C:19]([CH:27]4[CH2:32][CH2:31][N:30]([S:34]([CH3:33])(=[O:36])=[O:35])[CH2:29][CH2:28]4)[N:20]4[C:25]=3[C:24]([NH2:26])=[N:23][CH:22]=[N:21]4)[CH:13]=[CH:14]2)=[N:9]1)[C:2]1[CH:3]=[CH:4][CH:5]=[CH:6][CH:7]=1. The yield is 0.250. (4) The reactants are CN(C)[CH:3]=[CH:4][C:5]([C:7]1[S:11][C:10]([C:12]([O:14][C:15]([CH3:18])([CH3:17])[CH3:16])=[O:13])=[N:9][CH:8]=1)=O.C([O-])([O-])=O.[K+].[K+].Cl.[C:27](=[NH:30])([NH2:29])[CH3:28].CCOC(C)=O.CCCCCCC. The catalyst is CN(C=O)C.C([O-])(O)=O.[Na+]. The product is [CH3:28][C:27]1[N:29]=[C:5]([C:7]2[S:11][C:10]([C:12]([O:14][C:15]([CH3:18])([CH3:17])[CH3:16])=[O:13])=[N:9][CH:8]=2)[CH:4]=[CH:3][N:30]=1. The yield is 0.700. (5) The reactants are CC1(C)C(C)(C)[O:5][B:4]([C:9]2[CH:13]=[CH:12][S:11][C:10]=2[CH3:14])[O:3]1.CC(C)=O. The catalyst is O. The product is [CH3:14][C:10]1[S:11][CH:12]=[CH:13][C:9]=1[B:4]([OH:5])[OH:3]. The yield is 0.780. (6) The reactants are [NH2:1][C:2]1[C:3]2[N:4]([C:8]([C@H:12]3[CH2:29][N:16]4[C:17](=[O:28])[CH2:18][N:19]([C:21]([CH3:27])([CH3:26])[C:22]([O:24][CH3:25])=[O:23])[CH2:20][C@@H:15]4[CH2:14][CH2:13]3)=[N:9][C:10]=2Br)[CH:5]=[CH:6][N:7]=1.CC1(C)C(C)(C)OB([C:38]2[CH:56]=[CH:55][C:41]([C:42]([NH:44][C:45]3[CH:50]=[C:49]([C:51]([F:54])([F:53])[F:52])[CH:48]=[CH:47][N:46]=3)=[O:43])=[CH:40][CH:39]=2)O1. The catalyst is O1CCOCC1.O.O. The product is [NH2:1][C:2]1[C:3]2[N:4]([C:8]([C@H:12]3[CH2:29][N:16]4[C:17](=[O:28])[CH2:18][N:19]([C:21]([CH3:27])([CH3:26])[C:22]([O:24][CH3:25])=[O:23])[CH2:20][C@@H:15]4[CH2:14][CH2:13]3)=[N:9][C:10]=2[C:38]2[CH:56]=[CH:55][C:41]([C:42](=[O:43])[NH:44][C:45]3[CH:50]=[C:49]([C:51]([F:52])([F:53])[F:54])[CH:48]=[CH:47][N:46]=3)=[CH:40][CH:39]=2)[CH:5]=[CH:6][N:7]=1. The yield is 0.960. (7) The reactants are [C:1]([O:5][C:6]([NH:8][CH2:9][CH2:10][N:11]([CH3:40])[C@@H:12]1[CH2:19][N:18]2[C:20]3[CH:21]=[C:22]([C:33](O)=[O:34])[CH:23]=[CH:24][C:25]=3[C:26]([CH:27]3[CH2:32][CH2:31][CH2:30][CH2:29][CH2:28]3)=[C:17]2[C:16]2[CH:36]=[CH:37][CH:38]=[CH:39][C:15]=2[O:14][CH2:13]1)=[O:7])([CH3:4])([CH3:3])[CH3:2].C(Cl)CCl.[CH3:45][O:46][CH:47]([O:55][CH3:56])[CH2:48][N:49]([CH3:54])[S:50]([NH2:53])(=[O:52])=[O:51].S(N)(N)(=O)=O. The catalyst is C(Cl)Cl.CN(C1C=CN=CC=1)C.CCOC(C)=O. The product is [CH:27]1([C:26]2[C:25]3[CH:24]=[CH:23][C:22]([C:33]([NH:53][S:50]([N:49]([CH2:48][CH:47]([O:46][CH3:45])[O:55][CH3:56])[CH3:54])(=[O:52])=[O:51])=[O:34])=[CH:21][C:20]=3[N:18]3[C:17]=2[C:16]2[CH:36]=[CH:37][CH:38]=[CH:39][C:15]=2[O:14][CH2:13][C@H:12]([N:11]([CH3:40])[CH2:10][CH2:9][NH:8][C:6](=[O:7])[O:5][C:1]([CH3:4])([CH3:2])[CH3:3])[CH2:19]3)[CH2:28][CH2:29][CH2:30][CH2:31][CH2:32]1. The yield is 0.440.